From a dataset of Catalyst prediction with 721,799 reactions and 888 catalyst types from USPTO. Predict which catalyst facilitates the given reaction. Reactant: [Li][C:2]([CH3:5])(C)[CH3:3].C([O:9][C:10]1[CH:15]=[CH:14][CH:13]=[CH:12][C:11]=1Br)C=C.CN(CCN(C)C)C. Product: [CH:5]1([C:11]2[CH:12]=[CH:13][CH:14]=[CH:15][C:10]=2[OH:9])[CH2:2][CH2:3]1. The catalyst class is: 28.